Dataset: Forward reaction prediction with 1.9M reactions from USPTO patents (1976-2016). Task: Predict the product of the given reaction. (1) Given the reactants [C:1]([C:3]1[C:4]([N:20]2[CH2:25][CH2:24][CH:23]([C:26]([OH:28])=O)[CH2:22][CH2:21]2)=[N:5][C:6]([CH2:13][N:14]2[CH2:18][CH2:17][CH2:16][C:15]2=[O:19])=[C:7]([C:9](=[O:12])[CH2:10][CH3:11])[CH:8]=1)#[N:2].[CH3:29][C:30]1[CH:35]=[CH:34][C:33]([CH2:36][S:37]([NH2:40])(=[O:39])=[O:38])=[CH:32][CH:31]=1, predict the reaction product. The product is: [C:1]([C:3]1[C:4]([N:20]2[CH2:25][CH2:24][CH:23]([C:26]([NH:40][S:37]([CH2:36][C:33]3[CH:34]=[CH:35][C:30]([CH3:29])=[CH:31][CH:32]=3)(=[O:38])=[O:39])=[O:28])[CH2:22][CH2:21]2)=[N:5][C:6]([CH2:13][N:14]2[CH2:18][CH2:17][CH2:16][C:15]2=[O:19])=[C:7]([C:9](=[O:12])[CH2:10][CH3:11])[CH:8]=1)#[N:2]. (2) Given the reactants [CH3:1][N:2]([CH2:13][C:14]1[N:18]([CH2:19][CH:20]2[CH2:25][CH2:24][CH2:23][N:22](C(OC(C)(C)C)=O)[CH2:21]2)[C:17]2[CH:33]=[CH:34][CH:35]=[CH:36][C:16]=2[N:15]=1)[CH:3]1[C:12]2[N:11]=[CH:10][CH:9]=[CH:8][C:7]=2[CH2:6][CH2:5][CH2:4]1.CN(CC1N(CC2CCNCC2)C2C=CC=CC=2N=1)C1C2N=CC=CC=2CCC1, predict the reaction product. The product is: [CH3:1][N:2]([CH2:13][C:14]1[N:18]([CH2:19][CH:20]2[CH2:25][CH2:24][CH2:23][NH:22][CH2:21]2)[C:17]2[CH:33]=[CH:34][CH:35]=[CH:36][C:16]=2[N:15]=1)[CH:3]1[C:12]2[N:11]=[CH:10][CH:9]=[CH:8][C:7]=2[CH2:6][CH2:5][CH2:4]1. (3) Given the reactants COC1C=CC(C[NH:8][C:9]2[CH:14]=[C:13]([O:15][C:16]3[CH:25]=[C:24]4[C:19]([CH2:20][CH2:21][CH:22]([C:26]([OH:28])=[O:27])[CH2:23]4)=[CH:18][CH:17]=3)[CH:12]=[CH:11][N:10]=2)=CC=1.C1(OC)C=CC=CC=1.C(OC(C(F)(F)F)=O)(C(F)(F)F)=O, predict the reaction product. The product is: [NH2:8][C:9]1[CH:14]=[C:13]([O:15][C:16]2[CH:25]=[C:24]3[C:19]([CH2:20][CH2:21][CH:22]([C:26]([OH:28])=[O:27])[CH2:23]3)=[CH:18][CH:17]=2)[CH:12]=[CH:11][N:10]=1. (4) Given the reactants [CH3:1][C:2]1([CH3:10])[O:7][C:6](=[O:8])[CH2:5][C:4](=[O:9])[O:3]1.[CH3:11][C:12]([CH3:14])=O.N1CCCCC1, predict the reaction product. The product is: [C:12](=[C:5]1[C:6](=[O:8])[O:7][C:2]([CH3:10])([CH3:1])[O:3][C:4]1=[O:9])([CH3:14])[CH3:11]. (5) Given the reactants [N+:1]([C:4]1[CH:12]=[C:11]2[C:7]([C:8]([C:13]([OH:15])=O)=[N:9][NH:10]2)=[CH:6][CH:5]=1)([O-:3])=[O:2].[CH3:16][N:17]([CH3:21])[CH2:18][CH2:19][NH2:20].C(N(CC)CC)C.C1CN([P+](ON2N=NC3C=CC=CC2=3)(N2CCCC2)N2CCCC2)CC1.F[P-](F)(F)(F)(F)F, predict the reaction product. The product is: [CH3:16][N:17]([CH3:21])[CH2:18][CH2:19][NH:20][C:13]([C:8]1[C:7]2[C:11](=[CH:12][C:4]([N+:1]([O-:3])=[O:2])=[CH:5][CH:6]=2)[NH:10][N:9]=1)=[O:15].